Dataset: Catalyst prediction with 721,799 reactions and 888 catalyst types from USPTO. Task: Predict which catalyst facilitates the given reaction. (1) Reactant: [N+:1]([C:4]1[CH:5]=[C:6]([C:10]2[C:14]([C:15]#[C:16][Si](C)(C)C)=[CH:13][NH:12][N:11]=2)[CH:7]=[CH:8][CH:9]=1)([O-:3])=[O:2].[F-].[K+]. Product: [C:15]([C:14]1[C:10]([C:6]2[CH:7]=[CH:8][CH:9]=[C:4]([N+:1]([O-:3])=[O:2])[CH:5]=2)=[N:11][NH:12][CH:13]=1)#[CH:16]. The catalyst class is: 5. (2) Reactant: N(C(OCC)=O)=NC(OCC)=O.[OH:13][C:14]1[C:19]2[C:20](=[O:26])[O:21][C:22]([CH3:25])([CH3:24])[O:23][C:18]=2[CH:17]=[CH:16][CH:15]=1.C1(P(C2C=CC=CC=2)C2C=CC=CC=2)C=CC=CC=1.[O:46]1[CH2:50][CH2:49][C@H:48](O)[CH2:47]1. Product: [CH3:25][C:22]1([CH3:24])[O:21][C:20](=[O:26])[C:19]2[C:14]([O:13][C@@H:48]3[CH2:49][CH2:50][O:46][CH2:47]3)=[CH:15][CH:16]=[CH:17][C:18]=2[O:23]1. The catalyst class is: 1. (3) Reactant: Cl.[Cl:2][C:3]1[CH:16]=[CH:15][C:14]2[S:13][C:12]3[C:7](=[CH:8][CH:9]=[CH:10][CH:11]=3)[N:6]([CH2:17][CH2:18][CH2:19][NH2:20])[C:5]=2[CH:4]=1.C(N(CC)CC)C.Cl[C:29]([O:31][CH3:32])=[O:30].[Na+].[Cl-]. Product: [Cl:2][C:3]1[CH:16]=[CH:15][C:14]2[S:13][C:12]3[C:7](=[CH:8][CH:9]=[CH:10][CH:11]=3)[N:6]([CH2:17][CH2:18][CH2:19][NH:20][C:29](=[O:30])[O:31][CH3:32])[C:5]=2[CH:4]=1. The catalyst class is: 3. (4) Product: [NH2:30][C:27]1[N:28]=[CH:29][C:24]([C:6]2[NH:7][N:8]=[C:9]([CH:11]3[CH2:16][CH2:15][N:14]([C:17]([O:19][C:20]([CH3:23])([CH3:22])[CH3:21])=[O:18])[CH2:13][CH2:12]3)[N:5]=2)=[N:25][C:26]=1[C:31]1[O:32][C:33]([C:36]([CH3:39])([CH3:38])[CH3:37])=[N:34][N:35]=1. Reactant: C(O)(=O)C.[NH2:5]/[C:6](/[C:24]1[CH:29]=[N:28][C:27]([NH2:30])=[C:26]([C:31]2[O:32][C:33]([C:36]([CH3:39])([CH3:38])[CH3:37])=[N:34][N:35]=2)[N:25]=1)=[N:7]\[NH:8][C:9]([CH:11]1[CH2:16][CH2:15][N:14]([C:17]([O:19][C:20]([CH3:23])([CH3:22])[CH3:21])=[O:18])[CH2:13][CH2:12]1)=O. The catalyst class is: 12. (5) Reactant: CC1(C)COB([C:8]2[CH:29]=[CH:28][C:11]3[C:12]4[N:16]([CH2:17][CH2:18][O:19][C:10]=3[CH:9]=2)[CH:15]=[C:14]([C:20]2[N:21]([CH:25]([CH3:27])[CH3:26])[N:22]=[CH:23][N:24]=2)[N:13]=4)OC1.C(Cl)Cl.C(=O)([O-])[O-].[Cs+].[Cs+].[C:40]([O:44][C:45]([N:47]1[CH:52]2[CH2:53][CH2:54][CH:48]1[CH:49]=[C:50](OS(C(F)(F)F)(=O)=O)[CH2:51]2)=[O:46])([CH3:43])([CH3:42])[CH3:41]. Product: [C:40]([O:44][C:45]([N:47]1[CH:52]2[CH2:53][CH2:54][CH:48]1[CH:49]=[C:50]([C:8]1[CH:29]=[CH:28][C:11]3[C:12]4[N:16]([CH2:17][CH2:18][O:19][C:10]=3[CH:9]=1)[CH:15]=[C:14]([C:20]1[N:21]([CH:25]([CH3:27])[CH3:26])[N:22]=[CH:23][N:24]=1)[N:13]=4)[CH2:51]2)=[O:46])([CH3:43])([CH3:41])[CH3:42]. The catalyst class is: 149. (6) Reactant: CCN(C(C)C)C(C)C.[CH3:10][O:11][C:12]1[CH:13]=[CH:14][CH:15]=[C:16]2[C:21]=1[O:20][C:19](=[O:22])[C:18]([C:23]([OH:25])=O)=[CH:17]2.CN(C(ON1N=NC2C=CC=NC1=2)=[N+](C)C)C.F[P-](F)(F)(F)(F)F.[N:50]1[C:59]2[C:54](=[CH:55][CH:56]=[CH:57][CH:58]=2)[CH:53]=[C:52]([C:60]2[CH:61]=[C:62]([NH2:66])[CH:63]=[CH:64][CH:65]=2)[CH:51]=1. Product: [N:50]1[C:59]2[C:54](=[CH:55][CH:56]=[CH:57][CH:58]=2)[CH:53]=[C:52]([C:60]2[CH:61]=[C:62]([NH:66][C:23]([C:18]3[C:19](=[O:22])[O:20][C:21]4[C:16]([CH:17]=3)=[CH:15][CH:14]=[CH:13][C:12]=4[O:11][CH3:10])=[O:25])[CH:63]=[CH:64][CH:65]=2)[CH:51]=1. The catalyst class is: 3. (7) The catalyst class is: 2. Reactant: [NH2:1][C:2]1[S:3][C:4]([O:13][CH3:14])=[C:5]([CH3:12])[C:6]=1[C:7]([O:9]CC)=O.Cl[C:16](Cl)([O:18]C(=O)OC(Cl)(Cl)Cl)Cl.C(N(CC)CC)C.[N:34]1([CH2:40][CH2:41][NH2:42])[CH2:39][CH2:38][O:37][CH2:36][CH2:35]1. Product: [CH3:14][O:13][C:4]1[S:3][C:2]2[NH:1][C:16](=[O:18])[N:42]([CH2:41][CH2:40][N:34]3[CH2:39][CH2:38][O:37][CH2:36][CH2:35]3)[C:7](=[O:9])[C:6]=2[C:5]=1[CH3:12]. (8) Reactant: [O:1]=[S:2]1(=[O:35])[C:8]2[CH:9]=[C:10]([O:14][CH2:15][C:16]([O:18]CC)=[O:17])[C:11]([Br:13])=[CH:12][C:7]=2[N:6]([C:21]2[CH:26]=[CH:25][CH:24]=[CH:23][CH:22]=2)[CH2:5][C:4]([CH2:31][CH2:32][CH2:33][CH3:34])([CH2:27][CH2:28][CH2:29][CH3:30])[NH:3]1.[OH-].[Na+]. Product: [O:35]=[S:2]1(=[O:1])[C:8]2[CH:9]=[C:10]([O:14][CH2:15][C:16]([OH:18])=[O:17])[C:11]([Br:13])=[CH:12][C:7]=2[N:6]([C:21]2[CH:22]=[CH:23][CH:24]=[CH:25][CH:26]=2)[CH2:5][C:4]([CH2:31][CH2:32][CH2:33][CH3:34])([CH2:27][CH2:28][CH2:29][CH3:30])[NH:3]1. The catalyst class is: 14. (9) Reactant: [OH:1][C:2]1[CH:9]=[C:8]([O:10][CH2:11][CH2:12][CH2:13][CH2:14][CH2:15][CH2:16][CH2:17][CH3:18])[CH:7]=[CH:6][C:3]=1[CH:4]=O.Cl.[NH2:20][OH:21]. Product: [OH:1][C:2]1[CH:9]=[C:8]([O:10][CH2:11][CH2:12][CH2:13][CH2:14][CH2:15][CH2:16][CH2:17][CH3:18])[CH:7]=[CH:6][C:3]=1[CH:4]=[N:20][OH:21]. The catalyst class is: 14. (10) Reactant: [Cl:1][C:2]1[CH:10]=[CH:9][CH:8]=[C:7]2[C:3]=1[C:4]([C:11]([NH:13][CH2:14][C:15]1([OH:23])[CH2:20][CH2:19][CH2:18][C:17]([F:22])([F:21])[CH2:16]1)=[O:12])=[CH:5][NH:6]2.[N:24]1([CH2:29][CH2:30]O)[CH2:28][CH2:27][CH2:26][CH2:25]1.C(P(=CC#N)(CCCC)CCCC)CCC. Product: [Cl:1][C:2]1[CH:10]=[CH:9][CH:8]=[C:7]2[C:3]=1[C:4]([C:11]([NH:13][CH2:14][C:15]1([OH:23])[CH2:20][CH2:19][CH2:18][C:17]([F:22])([F:21])[CH2:16]1)=[O:12])=[CH:5][N:6]2[CH2:30][CH2:29][N:24]1[CH2:28][CH2:27][CH2:26][CH2:25]1. The catalyst class is: 11.